Dataset: Full USPTO retrosynthesis dataset with 1.9M reactions from patents (1976-2016). Task: Predict the reactants needed to synthesize the given product. (1) Given the product [CH3:26][C:8]1([CH3:27])[C:7]2[C:12](=[CH:13][CH:14]=[C:5]([C:3]([OH:4])=[O:2])[CH:6]=2)[NH:11][CH:10]([C:15]2[CH:20]=[CH:19][CH:18]=[C:17]([N:21]3[CH2:25][CH2:24][CH2:23][CH2:22]3)[CH:16]=2)[CH2:9]1, predict the reactants needed to synthesize it. The reactants are: C[O:2][C:3]([C:5]1[CH:6]=[C:7]2[C:12](=[CH:13][CH:14]=1)[NH:11][CH:10]([C:15]1[CH:20]=[CH:19][CH:18]=[C:17]([N:21]3[CH2:25][CH2:24][CH2:23][CH2:22]3)[CH:16]=1)[CH2:9][C:8]2([CH3:27])[CH3:26])=[O:4].[OH-].[Na+].Cl. (2) Given the product [OH:17][C:14]1[CH:15]=[CH:16][C:11]([C:8]2[C:7]3[CH:20]=[CH:21][C:4]([OH:3])=[CH:5][C:6]=3[O:10][N:9]=2)=[C:12]([CH3:19])[CH:13]=1, predict the reactants needed to synthesize it. The reactants are: I.C[O:3][C:4]1[CH:21]=[CH:20][C:7]2[C:8]([C:11]3[CH:16]=[CH:15][C:14]([O:17]C)=[CH:13][C:12]=3[CH3:19])=[N:9][O:10][C:6]=2[CH:5]=1.C(O)(=O)C.C(OC(=O)C)(=O)C. (3) The reactants are: [F:1][C:2]([F:7])([F:6])[C:3]([OH:5])=[O:4].[CH2:8]([S:10]([N:13]1[CH2:18][CH2:17][CH:16]([C:19]2[C:27]3[C:22](=[C:23]([C:43]([NH2:45])=[O:44])[CH:24]=[C:25]([C:28]4[CH:33]=[C:32]([CH2:34][NH:35][CH2:36][C@@H]5CCCO5)[CH:31]=[C:30]([F:42])[CH:29]=4)[CH:26]=3)[NH:21][CH:20]=2)[CH2:15][CH2:14]1)(=[O:12])=[O:11])[CH3:9].[O:46]1[CH2:50][CH2:49][CH2:48][C@H:47]1[CH2:51]N. Given the product [F:1][C:2]([F:7])([F:6])[C:3]([OH:5])=[O:4].[CH2:8]([S:10]([N:13]1[CH2:14][CH2:15][CH:16]([C:19]2[C:27]3[C:22](=[C:23]([C:43]([NH2:45])=[O:44])[CH:24]=[C:25]([C:28]4[CH:33]=[C:32]([CH2:34][NH:35][CH2:36][CH:48]5[CH2:49][CH2:50][O:46][CH2:51][CH2:47]5)[CH:31]=[C:30]([F:42])[CH:29]=4)[CH:26]=3)[NH:21][CH:20]=2)[CH2:17][CH2:18]1)(=[O:11])=[O:12])[CH3:9], predict the reactants needed to synthesize it. (4) Given the product [Cl:1][C:2]1[CH:3]=[C:4]([C:8]2[O:12][N:11]=[C:10]([C@H:13]([O:15][C:16]3[N:17]([CH3:31])[C:18]([C:21]4[CH:22]=[CH:23][C:24]([C:25]([NH2:38])=[O:27])=[CH:29][CH:30]=4)=[N:19][N:20]=3)[CH3:14])[N:9]=2)[CH:5]=[CH:6][CH:7]=1, predict the reactants needed to synthesize it. The reactants are: [Cl:1][C:2]1[CH:3]=[C:4]([C:8]2[O:12][N:11]=[C:10]([C@H:13]([O:15][C:16]3[N:17]([CH3:31])[C:18]([C:21]4[CH:30]=[CH:29][C:24]([C:25]([O:27]C)=O)=[CH:23][CH:22]=4)=[N:19][N:20]=3)[CH3:14])[N:9]=2)[CH:5]=[CH:6][CH:7]=1.C1COCC1.[OH-].[NH4+:38]. (5) Given the product [CH2:21]([C:9]1[N:8]([CH2:7][CH2:6][CH2:5][CH:4]([N:3]([O:2][CH3:1])[C:32]([NH:31][C:25]2[CH:30]=[CH:29][CH:28]=[CH:27][CH:26]=2)=[O:33])[CH3:24])[C:20]2[C:19]3[CH:18]=[CH:17][CH:16]=[CH:15][C:14]=3[N:13]=[CH:12][C:11]=2[N:10]=1)[CH2:22][CH3:23], predict the reactants needed to synthesize it. The reactants are: [CH3:1][O:2][NH:3][CH:4]([CH3:24])[CH2:5][CH2:6][CH2:7][N:8]1[C:20]2[C:19]3[CH:18]=[CH:17][CH:16]=[CH:15][C:14]=3[N:13]=[CH:12][C:11]=2[N:10]=[C:9]1[CH2:21][CH2:22][CH3:23].[C:25]1([N:31]=[C:32]=[O:33])[CH:30]=[CH:29][CH:28]=[CH:27][CH:26]=1. (6) Given the product [Cl:20][C:21]1[CH:26]=[CH:25][CH:24]=[CH:23][C:22]=1[C:27]1[CH:30]=[N:19][C:15]2[N:16]([N:17]=[CH:18][C:14]=2[C:11]2[CH:10]=[CH:9][C:8]([N:5]3[CH2:6][CH2:7][N:2]([CH3:1])[CH2:3][CH2:4]3)=[CH:13][CH:12]=2)[C:28]=1[NH2:29], predict the reactants needed to synthesize it. The reactants are: [CH3:1][N:2]1[CH2:7][CH2:6][N:5]([C:8]2[CH:13]=[CH:12][C:11]([C:14]3[CH:18]=[N:17][NH:16][C:15]=3[NH2:19])=[CH:10][CH:9]=2)[CH2:4][CH2:3]1.[Cl:20][C:21]1[CH:26]=[CH:25][CH:24]=[CH:23][C:22]=1/[C:27](=[CH:30]/N(C)C)/[C:28]#[N:29]. (7) Given the product [N+:13]([C:12]1[C:7]([O:6][CH2:5][CH:4]=[O:3])=[N:8][CH:9]=[C:10]([N+:16]([O-:18])=[O:17])[CH:11]=1)([O-:15])=[O:14], predict the reactants needed to synthesize it. The reactants are: C([O:3][CH:4](OCC)[CH2:5][O:6][C:7]1[C:12]([N+:13]([O-:15])=[O:14])=[CH:11][C:10]([N+:16]([O-:18])=[O:17])=[CH:9][N:8]=1)C.